Dataset: Reaction yield outcomes from USPTO patents with 853,638 reactions. Task: Predict the reaction yield, written as a fraction of the theoretical maximum amount of product (1.0 means a 100% yield; for example, 0.34 means a 34% yield). (1) The reactants are [Br:1][C:2]1[CH:29]=[CH:28][C:5]([O:6][C:7]2[CH:12]=[CH:11][C:10]([C:13]3([N:22]4[CH2:27][CH2:26][NH:25][CH2:24][CH2:23]4)[C:18](=[O:19])[NH:17][C:16](=[O:20])[NH:15][C:14]3=[O:21])=[CH:9][CH:8]=2)=[CH:4][CH:3]=1.ClCCl.[Cl:33][CH2:34][C:35](Cl)=[O:36]. The catalyst is C(N(CC)CC)C. The product is [Br:1][C:2]1[CH:29]=[CH:28][C:5]([O:6][C:7]2[CH:12]=[CH:11][C:10]([C:13]3([N:22]4[CH2:23][CH2:24][N:25]([C:35](=[O:36])[CH2:34][Cl:33])[CH2:26][CH2:27]4)[C:14](=[O:21])[NH:15][C:16](=[O:20])[NH:17][C:18]3=[O:19])=[CH:9][CH:8]=2)=[CH:4][CH:3]=1. The yield is 0.520. (2) The reactants are C([NH:20][C:21]1[CH:22]=[C:23]([CH2:27][CH2:28]OS(C2C=CC([N+]([O-])=O)=CC=2)(=O)=O)[CH:24]=[CH:25][CH:26]=1)(C1C=CC=CC=1)(C1C=CC=CC=1)C1C=CC=CC=1.[CH2:42]([NH:49][CH2:50][C@@H:51]([C:60]1[CH:69]=[CH:68][C:67]([O:70][CH2:71][C:72]2[CH:77]=[CH:76][CH:75]=[CH:74][CH:73]=2)=[C:66]2[C:61]=1[CH:62]=[CH:63][C:64](=[O:78])[NH:65]2)[O:52][Si:53]([C:56]([CH3:59])([CH3:58])[CH3:57])([CH3:55])[CH3:54])[C:43]1[CH:48]=[CH:47][CH:46]=[CH:45][CH:44]=1.C(=O)(O)[O-].[Na+].Cl. The catalyst is C(#N)C.CCOC(C)=O.O. The product is [NH2:20][C:21]1[CH:22]=[C:23]([CH2:27][CH2:28][N:49]([CH2:42][C:43]2[CH:48]=[CH:47][CH:46]=[CH:45][CH:44]=2)[CH2:50][C@@H:51]([C:60]2[CH:69]=[CH:68][C:67]([O:70][CH2:71][C:72]3[CH:73]=[CH:74][CH:75]=[CH:76][CH:77]=3)=[C:66]3[C:61]=2[CH:62]=[CH:63][C:64](=[O:78])[NH:65]3)[O:52][Si:53]([C:56]([CH3:59])([CH3:58])[CH3:57])([CH3:55])[CH3:54])[CH:24]=[CH:25][CH:26]=1. The yield is 0.680. (3) The reactants are [F:1][C:2]1[CH:36]=[CH:35][C:5]([C:6]([NH:8][C@@:9]([C:21]2[CH:26]=[C:25]([O:27][C:28]([F:33])([F:32])[CH:29]([F:31])[F:30])[CH:24]=[C:23]([F:34])[CH:22]=2)([C:14]2[CH:19]=[CH:18][C:17]([F:20])=[CH:16][CH:15]=2)[CH2:10][C:11]([OH:13])=[O:12])=[O:7])=[CH:4][C:3]=1[C:37]([F:40])([F:39])[F:38].[CH:41]1C=CC(P(N=[N+]=[N-])(C2C=CC=CC=2)=O)=CC=1.CO.C([O-])([O-])=O.[K+].[K+]. The catalyst is C1(C)C=CC=CC=1. The product is [F:1][C:2]1[CH:36]=[CH:35][C:5]([C:6]([NH:8][C@@:9]([C:21]2[CH:26]=[C:25]([O:27][C:28]([F:32])([F:33])[CH:29]([F:31])[F:30])[CH:24]=[C:23]([F:34])[CH:22]=2)([C:14]2[CH:15]=[CH:16][C:17]([F:20])=[CH:18][CH:19]=2)[CH2:10][C:11]([O:13][CH3:41])=[O:12])=[O:7])=[CH:4][C:3]=1[C:37]([F:40])([F:39])[F:38]. The yield is 0.150. (4) The product is [Br:17][C:15]1[CH:16]=[C:11]([NH:9][C:7]2[CH:6]=[CH:5][N:4]=[C:3]([O:2][CH3:1])[N:8]=2)[C:12](=[O:19])[N:13]([CH3:18])[CH:14]=1. The reactants are [CH3:1][O:2][C:3]1[N:8]=[C:7]([NH2:9])[CH:6]=[CH:5][N:4]=1.Br[C:11]1[C:12](=[O:19])[N:13]([CH3:18])[CH:14]=[C:15]([Br:17])[CH:16]=1.C(=O)([O-])[O-].[Cs+].[Cs+].CC1(C)C2C(=C(P(C3C=CC=CC=3)C3C=CC=CC=3)C=CC=2)OC2C(P(C3C=CC=CC=3)C3C=CC=CC=3)=CC=CC1=2. The catalyst is C1C=CC(/C=C/C(/C=C/C2C=CC=CC=2)=O)=CC=1.C1C=CC(/C=C/C(/C=C/C2C=CC=CC=2)=O)=CC=1.C1C=CC(/C=C/C(/C=C/C2C=CC=CC=2)=O)=CC=1.[Pd].[Pd].O1CCOCC1. The yield is 1.00. (5) The reactants are [ClH:1].FC(F)(F)C1C=C(C=C(C(F)(F)F)C=1)COCC(C1C=CC=CC=1)[CH2:11][NH2:12].C(N(CC)CC)C.CCN=C=NCCCN(C)C.Cl.Cl.N[C:49]1[CH:82]=[CH:81][C:52]([C:53]([NH:55][CH2:56][CH:57]([C:75]2[CH:80]=[CH:79][CH:78]=[CH:77][CH:76]=2)[CH2:58][O:59][CH2:60][C:61]2[CH:66]=[C:65]([C:67]([F:70])([F:69])[F:68])[CH:64]=[C:63]([C:71]([F:74])([F:73])[F:72])[CH:62]=2)=[O:54])=[CH:51][CH:50]=1.Cl.O1CCOCC1. The catalyst is O1CCOCC1.C(Cl)Cl. The product is [ClH:1].[NH2:12][CH2:11][C:49]1[CH:50]=[CH:51][C:52]([C:53]([NH:55][CH2:56][CH:57]([C:75]2[CH:80]=[CH:79][CH:78]=[CH:77][CH:76]=2)[CH2:58][O:59][CH2:60][C:61]2[CH:66]=[C:65]([C:67]([F:70])([F:69])[F:68])[CH:64]=[C:63]([C:71]([F:74])([F:72])[F:73])[CH:62]=2)=[O:54])=[CH:81][CH:82]=1. The yield is 0.590.